This data is from NCI-60 drug combinations with 297,098 pairs across 59 cell lines. The task is: Regression. Given two drug SMILES strings and cell line genomic features, predict the synergy score measuring deviation from expected non-interaction effect. (1) Drug 1: CC1C(C(CC(O1)OC2CC(CC3=C2C(=C4C(=C3O)C(=O)C5=C(C4=O)C(=CC=C5)OC)O)(C(=O)CO)O)N)O.Cl. Drug 2: CS(=O)(=O)OCCCCOS(=O)(=O)C. Cell line: HCT116. Synergy scores: CSS=7.21, Synergy_ZIP=-3.23, Synergy_Bliss=-1.44, Synergy_Loewe=-5.63, Synergy_HSA=-7.99. (2) Drug 2: CS(=O)(=O)OCCCCOS(=O)(=O)C. Synergy scores: CSS=0.799, Synergy_ZIP=-1.44, Synergy_Bliss=-1.83, Synergy_Loewe=1.01, Synergy_HSA=-3.11. Cell line: HT29. Drug 1: CCC(=C(C1=CC=CC=C1)C2=CC=C(C=C2)OCCN(C)C)C3=CC=CC=C3.C(C(=O)O)C(CC(=O)O)(C(=O)O)O. (3) Drug 1: CC1C(C(CC(O1)OC2CC(CC3=C2C(=C4C(=C3O)C(=O)C5=C(C4=O)C(=CC=C5)OC)O)(C(=O)CO)O)N)O.Cl. Drug 2: C1CCC(CC1)NC(=O)N(CCCl)N=O. Cell line: SNB-19. Synergy scores: CSS=21.9, Synergy_ZIP=-2.70, Synergy_Bliss=4.17, Synergy_Loewe=-1.95, Synergy_HSA=1.22. (4) Drug 1: C#CCC(CC1=CN=C2C(=N1)C(=NC(=N2)N)N)C3=CC=C(C=C3)C(=O)NC(CCC(=O)O)C(=O)O. Drug 2: C1CC(=O)NC(=O)C1N2C(=O)C3=CC=CC=C3C2=O. Cell line: SW-620. Synergy scores: CSS=-4.83, Synergy_ZIP=1.72, Synergy_Bliss=-1.93, Synergy_Loewe=-7.31, Synergy_HSA=-7.31. (5) Drug 1: C1=NC2=C(N1)C(=S)N=C(N2)N. Drug 2: CC1=C(C(CCC1)(C)C)C=CC(=CC=CC(=CC(=O)O)C)C. Cell line: MDA-MB-435. Synergy scores: CSS=12.4, Synergy_ZIP=-6.54, Synergy_Bliss=0.132, Synergy_Loewe=-8.81, Synergy_HSA=-0.627. (6) Drug 1: CC=C1C(=O)NC(C(=O)OC2CC(=O)NC(C(=O)NC(CSSCCC=C2)C(=O)N1)C(C)C)C(C)C. Drug 2: CCC1(C2=C(COC1=O)C(=O)N3CC4=CC5=C(C=CC(=C5CN(C)C)O)N=C4C3=C2)O.Cl. Cell line: DU-145. Synergy scores: CSS=29.4, Synergy_ZIP=0.884, Synergy_Bliss=1.65, Synergy_Loewe=-4.78, Synergy_HSA=3.03.